This data is from Full USPTO retrosynthesis dataset with 1.9M reactions from patents (1976-2016). The task is: Predict the reactants needed to synthesize the given product. (1) Given the product [CH3:8][CH2:9][CH2:10][CH2:11][CH2:12][CH2:13][CH2:14][CH2:15][CH3:16], predict the reactants needed to synthesize it. The reactants are: C(=O)=O.NC(N)=O.[CH3:8][CH2:9][CH2:10][CH2:11][CH2:12][CH2:13][CH2:14][CH2:15][CH2:16]CCCCCCC.C(O)(=O)CCCCCCCCC.C(O)(=O)CCCCCCCCCCC. (2) Given the product [CH3:42][C:40]1[CH:39]=[C:38]([Si:43]([CH3:46])([CH3:45])[CH3:44])[CH:37]=[C:36]([Si:13]([C:14]2[CH:19]=[C:18]([CH3:20])[CH:17]=[C:16]([Si:21]([CH3:24])([CH3:23])[CH3:22])[CH:15]=2)([C:25]2[CH:30]=[C:29]([CH3:31])[CH:28]=[C:27]([Si:32]([CH3:33])([CH3:34])[CH3:35])[CH:26]=2)[C:8]2[CH:7]([CH3:9])[C:6]([CH3:10])=[C:5]([CH3:11])[C:4]=2[CH3:3])[CH:41]=1, predict the reactants needed to synthesize it. The reactants are: [H-].[K+].[CH3:3][C:4]1[CH2:8][C:7]([CH3:9])=[C:6]([CH3:10])[C:5]=1[CH3:11].Cl[Si:13]([C:36]1[CH:41]=[C:40]([CH3:42])[CH:39]=[C:38]([Si:43]([CH3:46])([CH3:45])[CH3:44])[CH:37]=1)([C:25]1[CH:30]=[C:29]([CH3:31])[CH:28]=[C:27]([Si:32]([CH3:35])([CH3:34])[CH3:33])[CH:26]=1)[C:14]1[CH:19]=[C:18]([CH3:20])[CH:17]=[C:16]([Si:21]([CH3:24])([CH3:23])[CH3:22])[CH:15]=1.C(=O)([O-])O.[Na+].C(=O)([O-])[O-].[Na+].[Na+]. (3) Given the product [C:1]([C:5]1[N:10]=[CH:9][C:8]([C:11]2[N:12]([C:32]([N:34]3[CH2:39][CH2:38][CH:37]([CH2:40][C:41]([NH:51][CH2:50][C:49]4[CH:52]=[CH:53][C:54]([CH3:56])=[CH:55][C:48]=4[F:47])=[O:43])[CH2:36][CH2:35]3)=[O:33])[C@@:13]([C:25]3[CH:26]=[CH:27][C:28]([Cl:31])=[CH:29][CH:30]=3)([CH3:24])[C@@:14]([C:17]3[CH:22]=[CH:21][C:20]([Cl:23])=[CH:19][CH:18]=3)([CH3:16])[N:15]=2)=[C:7]([O:44][CH2:45][CH3:46])[CH:6]=1)([CH3:2])([CH3:4])[CH3:3], predict the reactants needed to synthesize it. The reactants are: [C:1]([C:5]1[N:10]=[CH:9][C:8]([C:11]2[N:12]([C:32]([N:34]3[CH2:39][CH2:38][CH:37]([CH2:40][C:41]([OH:43])=O)[CH2:36][CH2:35]3)=[O:33])[C@@:13]([C:25]3[CH:30]=[CH:29][C:28]([Cl:31])=[CH:27][CH:26]=3)([CH3:24])[C@@:14]([C:17]3[CH:22]=[CH:21][C:20]([Cl:23])=[CH:19][CH:18]=3)([CH3:16])[N:15]=2)=[C:7]([O:44][CH2:45][CH3:46])[CH:6]=1)([CH3:4])([CH3:3])[CH3:2].[F:47][C:48]1[CH:55]=[C:54]([CH3:56])[CH:53]=[CH:52][C:49]=1[CH2:50][NH2:51]. (4) The reactants are: [CH3:1][C:2]1[CH:7]=[C:6]([CH3:8])[N:5]=[C:4]([O:9][C@@H:10]([C@@:14]2([C:36]3[CH:41]=[CH:40][CH:39]=[CH:38][CH:37]=3)[NH:20][CH2:19][C:18](=[O:21])[N:17]([CH2:22][C:23]3[C:28]([F:29])=[CH:27][C:26]([F:30])=[CH:25][C:24]=3[F:31])[C:16]3[CH:32]=[CH:33][CH:34]=[CH:35][C:15]2=3)[C:11]([OH:13])=[O:12])[N:3]=1.C(N(CC)CC)C.Cl[CH2:50][C:51]([N:53]([CH3:55])[CH3:54])=[O:52]. Given the product [CH3:54][N:53]([CH3:55])[C:51]([CH2:50][O:12][C:11](=[O:13])[C@@H:10]([O:9][C:4]1[N:3]=[C:2]([CH3:1])[CH:7]=[C:6]([CH3:8])[N:5]=1)[C@@:14]1([C:36]2[CH:41]=[CH:40][CH:39]=[CH:38][CH:37]=2)[NH:20][CH2:19][C:18](=[O:21])[N:17]([CH2:22][C:23]2[C:28]([F:29])=[CH:27][C:26]([F:30])=[CH:25][C:24]=2[F:31])[C:16]2[CH:32]=[CH:33][CH:34]=[CH:35][C:15]1=2)=[O:52], predict the reactants needed to synthesize it.